Dataset: Forward reaction prediction with 1.9M reactions from USPTO patents (1976-2016). Task: Predict the product of the given reaction. (1) The product is: [CH:16]1([O:1][C:2]2[CH:3]=[N:4][C:5]3[C:10]([CH:11]=2)=[CH:9][C:8]([O:12][CH3:13])=[C:7]([O:14][CH3:15])[CH:6]=3)[CH2:21][CH2:20][CH2:19][CH2:18][CH2:17]1. Given the reactants [OH:1][C:2]1[CH:3]=[N:4][C:5]2[C:10]([CH:11]=1)=[CH:9][C:8]([O:12][CH3:13])=[C:7]([O:14][CH3:15])[CH:6]=2.[CH:16]1(O)[CH2:21][CH2:20][CH2:19][CH2:18][CH2:17]1.C1C=CC(P(C2C=CC=CC=2)C2C=CC=CC=2)=CC=1.CCOC(/N=N/C(OCC)=O)=O, predict the reaction product. (2) Given the reactants [CH3:1][C:2]1[CH:3]=[CH:4][C:5]([N+:17]([O-:19])=[O:18])=[C:6]([CH2:8][C:9]([N:11]2[CH2:16][CH2:15][O:14][CH2:13][CH2:12]2)=O)[CH:7]=1.CSC.B, predict the reaction product. The product is: [CH3:1][C:2]1[CH:3]=[CH:4][C:5]([N+:17]([O-:19])=[O:18])=[C:6]([CH2:8][CH2:9][N:11]2[CH2:12][CH2:13][O:14][CH2:15][CH2:16]2)[CH:7]=1.